Dataset: NCI-60 drug combinations with 297,098 pairs across 59 cell lines. Task: Regression. Given two drug SMILES strings and cell line genomic features, predict the synergy score measuring deviation from expected non-interaction effect. Drug 1: CC12CCC3C(C1CCC2OP(=O)(O)O)CCC4=C3C=CC(=C4)OC(=O)N(CCCl)CCCl.[Na+]. Drug 2: N.N.Cl[Pt+2]Cl. Cell line: OVCAR3. Synergy scores: CSS=22.5, Synergy_ZIP=2.06, Synergy_Bliss=1.12, Synergy_Loewe=-41.3, Synergy_HSA=-2.37.